From a dataset of Full USPTO retrosynthesis dataset with 1.9M reactions from patents (1976-2016). Predict the reactants needed to synthesize the given product. (1) Given the product [ClH:9].[CH2:10]([N:12]([CH2:13][C:14]1[CH:19]=[CH:18][N:17]=[CH:16][CH:15]=1)[C:7]([N:1]1[CH2:6][CH2:5][O:4][CH2:3][CH2:2]1)=[O:8])[CH3:11], predict the reactants needed to synthesize it. The reactants are: [N:1]1([C:7]([Cl:9])=[O:8])[CH2:6][CH2:5][O:4][CH2:3][CH2:2]1.[CH2:10]([NH:12][CH2:13][C:14]1[CH:19]=[CH:18][N:17]=[CH:16][CH:15]=1)[CH3:11]. (2) The reactants are: [O:1]=[C:2]([CH3:6])[CH2:3][CH2:4][OH:5].[C:7](Cl)(=[O:14])[C:8]1[CH:13]=[CH:12][CH:11]=[CH:10][CH:9]=1.C(N(CC)CC)C. Given the product [O:1]=[C:2]([CH3:6])[CH2:3][CH2:4][O:5][C:7](=[O:14])[C:8]1[CH:13]=[CH:12][CH:11]=[CH:10][CH:9]=1, predict the reactants needed to synthesize it. (3) Given the product [NH4+:9].[OH-:23].[F:1][C:2]1[CH:7]=[CH:6][CH:5]=[C:4]([F:8])[C:3]=1[N:9]1[C:14]2[N:15]=[C:16]([NH:35][CH2:36][CH2:37][CH2:38][NH:39][CH:40]([CH3:42])[CH3:41])[N:17]=[C:18]([C:19]3[CH:20]=[C:21]([CH:26]=[CH:27][C:28]=3[CH3:29])[C:22]([NH:24][CH3:25])=[O:23])[C:13]=2[CH2:12][NH:11][C:10]1=[O:34], predict the reactants needed to synthesize it. The reactants are: [F:1][C:2]1[CH:7]=[CH:6][CH:5]=[C:4]([F:8])[C:3]=1[N:9]1[C:14]2[N:15]=[C:16](S(C)(=O)=O)[N:17]=[C:18]([C:19]3[CH:20]=[C:21]([CH:26]=[CH:27][C:28]=3[CH3:29])[C:22]([NH:24][CH3:25])=[O:23])[C:13]=2[CH2:12][NH:11][C:10]1=[O:34].[NH2:35][CH2:36][CH2:37][CH2:38][NH:39][CH:40]([CH3:42])[CH3:41]. (4) Given the product [F:29][C:26]1[CH:25]=[CH:24][C:23]([C:17]2([CH2:16][O:15][CH:13]([C:11]3[CH:12]=[C:4]([C:30]#[N:31])[CH:5]=[C:6]4[C:10]=3[NH:9][N:8]=[CH:7]4)[CH3:14])[CH2:22][CH2:21][N:20]([CH3:36])[CH2:19][CH2:18]2)=[CH:28][CH:27]=1, predict the reactants needed to synthesize it. The reactants are: C1([C:4]2[CH:5]=[C:6]3[C:10](=[C:11]([CH:13]([O:15][CH2:16][C:17]4([C:23]5[CH:28]=[CH:27][C:26]([F:29])=[CH:25][CH:24]=5)[CH2:22][CH2:21][NH:20][CH2:19][CH2:18]4)[CH3:14])[CH:12]=2)[NH:9][N:8]=[CH:7]3)CC1.[C:30]([BH3-])#[N:31].[Na+].C=O.[C:36](O)(=O)C. (5) Given the product [OH:11][B:9]1[C:8]2[CH:12]=[C:13]([O:16][C:17]3[CH:22]=[CH:21][N:20]=[CH:19][N:18]=3)[CH:14]=[CH:15][C:7]=2[CH:6]([CH2:5][C:4]([OH:23])=[O:3])[O:10]1, predict the reactants needed to synthesize it. The reactants are: C([O:3][C:4](=[O:23])[CH2:5][CH:6]1[O:10][B:9]([OH:11])[C:8]2[CH:12]=[C:13]([O:16][C:17]3[CH:22]=[CH:21][N:20]=[CH:19][N:18]=3)[CH:14]=[CH:15][C:7]1=2)C.[Li+].[OH-].Cl. (6) Given the product [C:42]([O:41][C:39](=[O:40])[CH2:38][CH2:37][N:36]([C:34]([O:33][C:29]([CH3:32])([CH3:31])[CH3:30])=[O:35])[CH2:46][C:47]([N:21]1[C:22]2[C:18](=[CH:17][C:16]([O:15][CH2:14][C:11]3[CH:12]=[CH:13][C:8]([CH:2]4[CH2:3][CH2:4][CH2:5][CH2:6][CH2:7]4)=[CH:9][C:10]=3[C:25]([F:28])([F:26])[F:27])=[CH:24][CH:23]=2)[CH2:19][CH2:20]1)=[O:48])([CH3:44])([CH3:45])[CH3:43], predict the reactants needed to synthesize it. The reactants are: Cl.[CH:2]1([C:8]2[CH:13]=[CH:12][C:11]([CH2:14][O:15][C:16]3[CH:17]=[C:18]4[C:22](=[CH:23][CH:24]=3)[NH:21][CH2:20][CH2:19]4)=[C:10]([C:25]([F:28])([F:27])[F:26])[CH:9]=2)[CH2:7][CH2:6][CH2:5][CH2:4][CH2:3]1.[C:29]([O:33][C:34]([N:36]([CH2:46][C:47](O)=[O:48])[CH2:37][CH2:38][C:39]([O:41][C:42]([CH3:45])([CH3:44])[CH3:43])=[O:40])=[O:35])([CH3:32])([CH3:31])[CH3:30].CCN=C=NCCCN(C)C.Cl.C1C=CC2N(O)N=NC=2C=1. (7) Given the product [F:30][C:23]([F:29])([CH2:24][C@@H:25]([CH3:28])[CH2:26][CH3:27])[CH:22]([OH:31])[CH2:21][CH2:20][C@H:8]1[C@H:7]([O:32][CH:33]2[CH2:38][CH2:37][CH2:36][CH2:35][O:34]2)[CH2:6][C@H:5]([OH:4])[C@@H:9]1[CH2:10][CH2:11][CH2:12][CH2:13][CH2:14][CH2:15][C:16]([OH:18])=[O:17], predict the reactants needed to synthesize it. The reactants are: C([O:4][C@@H:5]1[C@H:9]([CH2:10][CH2:11][CH2:12][CH2:13][CH2:14][CH2:15][C:16]([O:18]C)=[O:17])[C@@H:8]([CH2:20][CH2:21][CH:22]([OH:31])[C:23]([F:30])([F:29])[CH2:24][C@@H:25]([CH3:28])[CH2:26][CH3:27])[C@H:7]([O:32][CH:33]2[CH2:38][CH2:37][CH2:36][CH2:35][O:34]2)[CH2:6]1)(=O)C.[OH-].[Na+].